Dataset: Full USPTO retrosynthesis dataset with 1.9M reactions from patents (1976-2016). Task: Predict the reactants needed to synthesize the given product. (1) Given the product [C:36]([O:40][C:41](=[O:65])[CH2:42][CH2:43][N:44]([C:58]([O:60][C:61]([CH3:64])([CH3:63])[CH3:62])=[O:59])[CH2:45][C:46]([N:48]1[C:56]2[C:51](=[CH:52][C:53]([O:7][CH2:6][C:5]3[CH:8]=[CH:9][C:10]([CH:11]4[CH2:16][CH2:15][CH2:14][CH2:13][CH2:12]4)=[C:3]([C:1]#[N:2])[CH:4]=3)=[CH:54][CH:55]=2)[CH2:50][CH2:49]1)=[O:47])([CH3:39])([CH3:38])[CH3:37], predict the reactants needed to synthesize it. The reactants are: [C:1]([C:3]1[CH:4]=[C:5]([CH:8]=[CH:9][C:10]=1[CH:11]1[CH2:16][CH2:15][CH2:14][CH2:13][CH2:12]1)[CH2:6][OH:7])#[N:2].C1(P(C2C=CC=CC=2)C2C=CC=CC=2)C=CC=CC=1.[C:36]([O:40][C:41](=[O:65])[CH2:42][CH2:43][N:44]([C:58]([O:60][C:61]([CH3:64])([CH3:63])[CH3:62])=[O:59])[CH2:45][C:46]([N:48]1[C:56]2[C:51](=[CH:52][C:53](O)=[CH:54][CH:55]=2)[CH2:50][CH2:49]1)=[O:47])([CH3:39])([CH3:38])[CH3:37].CCOC(/N=N/C(OCC)=O)=O. (2) Given the product [C:1]([NH:4][C:5]1[N:10]=[CH:9][C:8]([NH:11][C:12]([N:35]2[CH2:34][CH2:33][CH:32]([C:29]3[S:30][CH:31]=[C:27]([C:23]4[CH:24]=[CH:25][CH:26]=[C:21]([F:20])[CH:22]=4)[N:28]=3)[CH2:37][CH2:36]2)=[O:19])=[CH:7][CH:6]=1)(=[O:3])[CH3:2], predict the reactants needed to synthesize it. The reactants are: [C:1]([NH:4][C:5]1[N:10]=[CH:9][C:8]([NH:11][C:12](=[O:19])OCC(Cl)(Cl)Cl)=[CH:7][CH:6]=1)(=[O:3])[CH3:2].[F:20][C:21]1[CH:22]=[C:23]([C:27]2[N:28]=[C:29]([CH:32]3[CH2:37][CH2:36][NH:35][CH2:34][CH2:33]3)[S:30][CH:31]=2)[CH:24]=[CH:25][CH:26]=1.C(N(C(C)C)CC)(C)C.O. (3) Given the product [F:2][C:3]1[CH:8]=[C:7]([F:9])[CH:6]=[CH:5][C:4]=1[N:10]1[C:14]([N:15]2[N:24]=[C:23]3[C:17]([CH2:18][CH2:19][O:20][C:21]4[CH:28]=[CH:27][C:26]([CH:29]5[CH2:34][CH2:33][N:32]([CH2:36][CH2:35][S:37]([CH3:40])(=[O:39])=[O:38])[CH2:31][CH2:30]5)=[CH:25][C:22]=43)=[CH:16]2)=[N:13][CH:12]=[N:11]1, predict the reactants needed to synthesize it. The reactants are: Cl.[F:2][C:3]1[CH:8]=[C:7]([F:9])[CH:6]=[CH:5][C:4]=1[N:10]1[C:14]([N:15]2[N:24]=[C:23]3[C:17]([CH2:18][CH2:19][O:20][C:21]4[CH:28]=[CH:27][C:26]([CH:29]5[CH2:34][CH2:33][NH:32][CH2:31][CH2:30]5)=[CH:25][C:22]=43)=[CH:16]2)=[N:13][CH:12]=[N:11]1.[CH:35]([S:37]([CH:40]=C)(=[O:39])=[O:38])=[CH2:36].Cl.C(OCC)C. (4) Given the product [OH:30][C@H:29]([C:20]1[CH:21]=[CH:22][C:23]2[C:24](=[O:28])[O:25][CH2:26][C:27]=2[C:19]=1[CH3:18])[CH2:31][N:14]1[CH2:13][CH2:12][C:9]2([C:8](=[O:17])[N:7]([C:4]3[CH2:5][O:6][C:2](=[O:1])[CH:3]=3)[CH2:11][CH2:10]2)[CH2:16][CH2:15]1, predict the reactants needed to synthesize it. The reactants are: [O:1]=[C:2]1[O:6][CH2:5][C:4]([N:7]2[CH2:11][CH2:10][C:9]3([CH2:16][CH2:15][NH:14][CH2:13][CH2:12]3)[C:8]2=[O:17])=[CH:3]1.[CH3:18][C:19]1[C:27]2[CH2:26][O:25][C:24](=[O:28])[C:23]=2[CH:22]=[CH:21][C:20]=1[C@@H:29]1[CH2:31][O:30]1. (5) Given the product [NH2:75][CH2:76][CH2:77][O:78][CH2:79][CH2:80][O:81][CH2:82][CH2:83][O:84][CH2:85][CH2:8][N:9]([CH3:2])[C@H:10]([C:14]([NH:16][C@H:17]([C:21]([N:23]([C@@H:25]([C@@H:62]([CH3:65])[CH2:63][CH3:64])[C@H:26]([O:60][CH3:61])[CH2:27][C:28]([N:30]1[CH2:34][CH2:33][CH2:32][C@H:31]1[C@H:35]([O:58][CH3:59])[C@@H:36]([CH3:57])[C:37]([NH:39][C@@:40]1([C:49]([N:51]2[CH2:56][CH2:55][CH2:54][CH2:53][O:52]2)=[O:50])[CH2:42][C@@H:41]1[C:43]1[CH:48]=[CH:47][CH:46]=[CH:45][CH:44]=1)=[O:38])=[O:29])[CH3:24])=[O:22])[CH:18]([CH3:19])[CH3:20])=[O:15])[CH:11]([CH3:13])[CH3:12], predict the reactants needed to synthesize it. The reactants are: F[C:2](F)(F)C(O)=O.[CH3:8][NH:9][C@H:10]([C:14]([NH:16][C@H:17]([C:21]([N:23]([C@@H:25]([C@@H:62]([CH3:65])[CH2:63][CH3:64])[C@H:26]([O:60][CH3:61])[CH2:27][C:28]([N:30]1[CH2:34][CH2:33][CH2:32][C@H:31]1[C@H:35]([O:58][CH3:59])[C@@H:36]([CH3:57])[C:37]([NH:39][C@@:40]1([C:49]([N:51]2[CH2:56][CH2:55][CH2:54][CH2:53][O:52]2)=[O:50])[CH2:42][C@@H:41]1[C:43]1[CH:48]=[CH:47][CH:46]=[CH:45][CH:44]=1)=[O:38])=[O:29])[CH3:24])=[O:22])[CH:18]([CH3:20])[CH3:19])=[O:15])[CH:11]([CH3:13])[CH3:12].C(OC(=O)[NH:75][CH2:76][CH2:77][O:78][CH2:79][CH2:80][O:81][CH2:82][CH2:83][O:84][CH2:85]C=O)C1C=CC=CC=1. (6) Given the product [CH3:1][C:2]1[C:6]([CH2:7][N:8]2[CH:12]=[C:11]([NH:13][C:24]([C:22]3[CH:21]=[CH:20][C:19]4[O:15][CH2:16][O:17][C:18]=4[CH:23]=3)=[O:25])[N:10]=[CH:9]2)=[C:5]([CH3:14])[O:4][N:3]=1, predict the reactants needed to synthesize it. The reactants are: [CH3:1][C:2]1[C:6]([CH2:7][N:8]2[CH:12]=[C:11]([NH2:13])[N:10]=[CH:9]2)=[C:5]([CH3:14])[O:4][N:3]=1.[O:15]1[C:19]2[CH:20]=[CH:21][C:22]([C:24](Cl)=[O:25])=[CH:23][C:18]=2[O:17][CH2:16]1.C(N(CC)CC)C. (7) Given the product [N:20]1[CH:25]=[CH:24][CH:23]=[C:22]([CH2:26][CH2:3][P:12](=[O:19])([O:13][CH2:14][CH3:15])[O:16][CH2:17][CH3:18])[CH:21]=1, predict the reactants needed to synthesize it. The reactants are: [H-].[Na+].[CH2:3]([P:12](=[O:19])([O:16][CH2:17][CH3:18])[O:13][CH2:14][CH3:15])P(=O)(OCC)OCC.[N:20]1[CH:25]=[CH:24][CH:23]=[C:22]([CH:26]=O)[CH:21]=1. (8) Given the product [Br:1][C:2]1[CH:7]=[CH:6][C:5]([CH2:8][CH2:9][CH2:10][C:27]([OH:23])=[O:17])=[C:4]([F:16])[CH:3]=1, predict the reactants needed to synthesize it. The reactants are: [Br:1][C:2]1[CH:7]=[CH:6][C:5]([CH:8](C)[CH2:9][CH:10]2OCCO2)=[C:4]([F:16])[CH:3]=1.[OH:17]OS([O-])=O.[K+].[O:23]1[CH2:27]CCC1.